Dataset: Catalyst prediction with 721,799 reactions and 888 catalyst types from USPTO. Task: Predict which catalyst facilitates the given reaction. (1) Reactant: [H-].[Na+].[CH3:3][O:4][C:5]1[CH:10]=[CH:9][C:8]([C@@H:11]2[C@@H:16]([O:17][CH2:18][C:19]3[CH:20]=[CH:21][C:22]4[O:27][CH2:26][CH2:25][N:24]([CH2:28][CH2:29][CH2:30][O:31][CH3:32])[C:23]=4[CH:33]=3)[CH2:15][N:14]([S:34]([C:37]3[CH:42]=[CH:41][C:40]([CH3:43])=[CH:39][CH:38]=3)(=[O:36])=[O:35])[CH2:13][C@H:12]2[OH:44])=[CH:7][CH:6]=1.Br[CH2:46][C:47]#[N:48].C(=O)(O)[O-].[Na+]. Product: [CH3:3][O:4][C:5]1[CH:10]=[CH:9][C:8]([C@@H:11]2[C@@H:16]([O:17][CH2:18][C:19]3[CH:20]=[CH:21][C:22]4[O:27][CH2:26][CH2:25][N:24]([CH2:28][CH2:29][CH2:30][O:31][CH3:32])[C:23]=4[CH:33]=3)[CH2:15][N:14]([S:34]([C:37]3[CH:38]=[CH:39][C:40]([CH3:43])=[CH:41][CH:42]=3)(=[O:35])=[O:36])[CH2:13][C@H:12]2[O:44][CH2:46][C:47]#[N:48])=[CH:7][CH:6]=1. The catalyst class is: 10. (2) Reactant: Br[C:2]1[O:6][C:5]([CH:7]=[C:8]2[C:16]3[C:11](=[CH:12][CH:13]=[C:14]([Cl:17])[CH:15]=3)[NH:10][C:9]2=[O:18])=[CH:4][CH:3]=1.[F:19][C:20]1[CH:25]=[C:24]([C:26]([O:28][CH3:29])=[O:27])[CH:23]=[CH:22][C:21]=1B(O)O.C([O-])([O-])=O.[Cs+].[Cs+].O. Product: [Cl:17][C:14]1[CH:15]=[C:16]2[C:11](=[CH:12][CH:13]=1)[NH:10][C:9](=[O:18])[C:8]2=[CH:7][C:5]1[O:6][C:2]([C:21]2[CH:22]=[CH:23][C:24]([C:26]([O:28][CH3:29])=[O:27])=[CH:25][C:20]=2[F:19])=[CH:3][CH:4]=1. The catalyst class is: 117. (3) Product: [F:34][C:35]([F:40])([F:39])[C:36]([OH:38])=[O:37].[NH2:8][C@@H:9]([CH2:13][C:14]1[CH:19]=[C:18]([O:20][C:21]2[CH:26]=[CH:25][CH:24]=[C:23]([C:27]([F:29])([F:30])[F:28])[CH:22]=2)[CH:17]=[CH:16][C:15]=1[N+:31]([O-:33])=[O:32])[C:10]([OH:12])=[O:11]. The catalyst class is: 4. Reactant: C(OC([NH:8][C@@H:9]([CH2:13][C:14]1[CH:19]=[C:18]([O:20][C:21]2[CH:26]=[CH:25][CH:24]=[C:23]([C:27]([F:30])([F:29])[F:28])[CH:22]=2)[CH:17]=[CH:16][C:15]=1[N+:31]([O-:33])=[O:32])[C:10]([OH:12])=[O:11])=O)(C)(C)C.[F:34][C:35]([F:40])([F:39])[C:36]([OH:38])=[O:37].C(OCC)(=O)C. (4) Reactant: [CH3:1][O:2][C:3](=[O:20])[CH:4]([O:13][CH2:14][CH2:15][CH2:16][CH2:17][CH2:18][CH3:19])[CH2:5][C:6]1[CH:11]=[CH:10][C:9]([OH:12])=[CH:8][CH:7]=1.[CH3:21][S:22]([O:25][C:26]1[CH:31]=[CH:30][C:29]([CH2:32][CH2:33]O)=[CH:28][CH:27]=1)(=[O:24])=[O:23].N(C(N1CCCCC1)=O)=NC(N1CCCCC1)=O.C1(P(C2C=CC=CC=2)C2C=CC=CC=2)C=CC=CC=1. Product: [CH3:1][O:2][C:3](=[O:20])[CH:4]([O:13][CH2:14][CH2:15][CH2:16][CH2:17][CH2:18][CH3:19])[CH2:5][C:6]1[CH:11]=[CH:10][C:9]([O:12][CH2:33][CH2:32][C:29]2[CH:28]=[CH:27][C:26]([O:25][S:22]([CH3:21])(=[O:23])=[O:24])=[CH:31][CH:30]=2)=[CH:8][CH:7]=1. The catalyst class is: 4.